This data is from Reaction yield outcomes from USPTO patents with 853,638 reactions. The task is: Predict the reaction yield, written as a fraction of the theoretical maximum amount of product (1.0 means a 100% yield; for example, 0.34 means a 34% yield). (1) The catalyst is C1(C)C=CC=CC=1. The product is [Si:1]([O:8][CH2:9][CH:10]([O:15][CH2:23][CH2:24][CH2:25][CH2:26][CH2:27][CH2:28][CH2:29][CH2:30]/[CH:31]=[CH:32]\[CH2:33]/[CH:34]=[CH:35]\[CH2:36][CH2:37][CH2:38][CH2:39][CH3:40])[CH2:11][N:12]([CH3:14])[CH3:13])([C:4]([CH3:7])([CH3:6])[CH3:5])([CH3:3])[CH3:2]. The yield is 0.530. The reactants are [Si:1]([O:8][CH2:9][CH:10]([OH:15])[CH2:11][N:12]([CH3:14])[CH3:13])([C:4]([CH3:7])([CH3:6])[CH3:5])([CH3:3])[CH3:2].[H-].[Na+].CS(O[CH2:23][CH2:24][CH2:25][CH2:26][CH2:27][CH2:28][CH2:29][CH2:30]/[CH:31]=[CH:32]\[CH2:33]/[CH:34]=[CH:35]\[CH2:36][CH2:37][CH2:38][CH2:39][CH3:40])(=O)=O. (2) The reactants are [N:1]12[CH2:8][CH2:7][CH:4]([CH2:5][CH2:6]1)[CH:3]([O:9][C:10](=[O:23])[NH:11][C:12]([C:15]1[CH:20]=[C:19](Br)[CH:18]=[CH:17][C:16]=1[F:22])([CH3:14])[CH3:13])[CH2:2]2.[CH:24]1(B(O)O)[CH2:26][CH2:25]1. The catalyst is C([O-])(=O)C.[Pd+2].C([O-])(=O)C. The product is [N:1]12[CH2:8][CH2:7][CH:4]([CH2:5][CH2:6]1)[CH:3]([O:9][C:10](=[O:23])[NH:11][C:12]([C:15]1[CH:20]=[C:19]([CH:24]3[CH2:26][CH2:25]3)[CH:18]=[CH:17][C:16]=1[F:22])([CH3:14])[CH3:13])[CH2:2]2. The yield is 0.860. (3) The reactants are [OH-].[K+].[Cl:3][C:4]1[CH:12]=[C:11]2[C:7]([C:8]([CH2:14][C:15]([O:17]CC)=[O:16])=[N:9][N:10]2[CH3:13])=[CH:6][CH:5]=1. The catalyst is CO. The product is [Cl:3][C:4]1[CH:12]=[C:11]2[C:7]([C:8]([CH2:14][C:15]([OH:17])=[O:16])=[N:9][N:10]2[CH3:13])=[CH:6][CH:5]=1. The yield is 0.560. (4) The reactants are [Cl:1][C:2]1[CH:3]=[CH:4][C:5]2[N:6]=[CH:7][N:8]=[C:9](OC3CCOCC3)[C:10]=2[N:11]=1.[CH:19]1([SH:25])[CH2:24][CH2:23][CH2:22][CH2:21][CH2:20]1.C([O-])([O-])=O.[K+].[K+]. The catalyst is C(#N)C.O. The product is [Cl:1][C:2]1[CH:3]=[CH:4][C:5]2[N:6]=[CH:7][N:8]=[C:9]([S:25][CH:19]3[CH2:24][CH2:23][CH2:22][CH2:21][CH2:20]3)[C:10]=2[N:11]=1. The yield is 0.920. (5) The catalyst is CO. The reactants are [OH-].[K+].O.C1COCC1.[Si:9]([O:16][CH2:17][C:18]([C:21]1[CH:31]=[CH:30][C:24]([C:25]([O:27]CC)=[O:26])=[CH:23][CH:22]=1)([CH3:20])[CH3:19])([C:12]([CH3:15])([CH3:14])[CH3:13])([CH3:11])[CH3:10]. The product is [Si:9]([O:16][CH2:17][C:18]([C:21]1[CH:22]=[CH:23][C:24]([C:25]([OH:27])=[O:26])=[CH:30][CH:31]=1)([CH3:20])[CH3:19])([C:12]([CH3:13])([CH3:14])[CH3:15])([CH3:11])[CH3:10]. The yield is 0.820. (6) The reactants are [Cl:1][C:2]1[CH:3]=[C:4]([NH:16][C:17]2[C:26]3[C:25]([OH:27])=[CH:24][CH:23]=[CH:22][C:21]=3[N:20]=[CH:19][N:18]=2)[CH:5]=[CH:6][C:7]=1[O:8][CH2:9][C:10]1[CH:15]=[CH:14][CH:13]=[CH:12][N:11]=1.O[C@@H:29]([CH3:34])[C:30]([O:32][CH3:33])=[O:31].C1(P(C2C=CC=CC=2)C2C=CC=CC=2)C=CC=CC=1. The catalyst is C(Cl)Cl. The product is [Cl:1][C:2]1[CH:3]=[C:4]([NH:16][C:17]2[C:26]3[C:21](=[CH:22][CH:23]=[CH:24][C:25]=3[O:27][C@H:29]([CH3:34])[C:30]([O:32][CH3:33])=[O:31])[N:20]=[CH:19][N:18]=2)[CH:5]=[CH:6][C:7]=1[O:8][CH2:9][C:10]1[CH:15]=[CH:14][CH:13]=[CH:12][N:11]=1. The yield is 0.690. (7) The reactants are [O:1]=[C:2]([CH2:8][CH2:9][CH2:10][CH3:11])[CH2:3][C:4]([O:6][CH3:7])=[O:5].[H-].[Na+].Br[CH2:15][C:16]1[C:21]([F:22])=[CH:20][C:19]([C:23]2[C:24]([C:29]#[N:30])=[CH:25][CH:26]=[CH:27][CH:28]=2)=[CH:18][C:17]=1[F:31]. The catalyst is O1CCCC1. The product is [C:29]([C:24]1[CH:25]=[CH:26][CH:27]=[CH:28][C:23]=1[C:19]1[CH:18]=[C:17]([F:31])[C:16]([CH2:15][CH:3]([C:2](=[O:1])[CH2:8][CH2:9][CH2:10][CH3:11])[C:4]([O:6][CH3:7])=[O:5])=[C:21]([F:22])[CH:20]=1)#[N:30]. The yield is 0.980. (8) The reactants are Cl.C(N=C=NCCCN(C)C)C.[Cl:13][CH2:14][C:15]1[CH:23]=[CH:22][C:18]([C:19]([OH:21])=O)=[CH:17][CH:16]=1.Cl.[CH3:25][O:26][C:27]([C:29]1([NH2:35])[CH2:34][CH2:33][CH2:32][CH2:31][CH2:30]1)=[O:28].C(N(CC)CC)C.ON1C2C=CC=CC=2N=N1. The catalyst is C(Cl)Cl. The product is [CH3:25][O:26][C:27]([C:29]1([NH:35][C:19]([C:18]2[CH:17]=[CH:16][C:15]([CH2:14][Cl:13])=[CH:23][CH:22]=2)=[O:21])[CH2:30][CH2:31][CH2:32][CH2:33][CH2:34]1)=[O:28]. The yield is 0.530. (9) The reactants are N1C2C(=CC=C3C=2N=CC=C3)C=CC=1.[C:15]([C:17]1[CH:23]=[CH:22][C:20]([NH2:21])=[CH:19][CH:18]=1)#[N:16].CC(C)([O-])C.[Na+].CCCCCCCCCCCC.I[C:43]1[CH:44]=[C:45]([CH3:50])[CH:46]=[C:47]([CH3:49])[CH:48]=1. The catalyst is [Cu]I.O1CCOCC1. The product is [CH3:50][C:45]1[CH:44]=[C:43]([NH:21][C:20]2[CH:22]=[CH:23][C:17]([C:15]#[N:16])=[CH:18][CH:19]=2)[CH:48]=[C:47]([CH3:49])[CH:46]=1. The yield is 0.690. (10) The reactants are Cl[CH2:2][C:3]([N:5]1[CH2:10][CH2:9][C:8](=[O:11])[CH2:7][CH2:6]1)=[O:4].[N:12]1([C:18]([O:20][C:21]([CH3:24])([CH3:23])[CH3:22])=[O:19])[CH2:17][CH2:16][NH:15][CH2:14][CH2:13]1.C(N(C(C)C)C(C)C)C.O. The catalyst is C(#N)C. The product is [O:4]=[C:3]([N:5]1[CH2:10][CH2:9][C:8](=[O:11])[CH2:7][CH2:6]1)[CH2:2][N:15]1[CH2:14][CH2:13][N:12]([C:18]([O:20][C:21]([CH3:24])([CH3:23])[CH3:22])=[O:19])[CH2:17][CH2:16]1. The yield is 0.680.